This data is from Forward reaction prediction with 1.9M reactions from USPTO patents (1976-2016). The task is: Predict the product of the given reaction. (1) Given the reactants C([O:3][C:4](=[O:44])[CH:5]([O:41][CH2:42][CH3:43])[CH2:6][C:7]1[CH:12]=[CH:11][C:10]([O:13][CH2:14][C:15]2[O:16][C:17]([C:30]3[CH:35]=[CH:34][C:33]([O:36][C:37]([F:40])([F:39])[F:38])=[CH:32][CH:31]=3)=[C:18]([C:20]3[CH:21]=[N:22][C:23]([O:26][CH:27]([CH3:29])[CH3:28])=[N:24][CH:25]=3)[N:19]=2)=[CH:9][CH:8]=1)C.[Li+].[OH-].Cl, predict the reaction product. The product is: [CH2:42]([O:41][CH:5]([CH2:6][C:7]1[CH:8]=[CH:9][C:10]([O:13][CH2:14][C:15]2[O:16][C:17]([C:30]3[CH:35]=[CH:34][C:33]([O:36][C:37]([F:40])([F:38])[F:39])=[CH:32][CH:31]=3)=[C:18]([C:20]3[CH:21]=[N:22][C:23]([O:26][CH:27]([CH3:29])[CH3:28])=[N:24][CH:25]=3)[N:19]=2)=[CH:11][CH:12]=1)[C:4]([OH:44])=[O:3])[CH3:43]. (2) Given the reactants [CH2:1]([O:3][C:4](=[O:19])[C:5]([C:10](=O)[C:11]1[CH:16]=[CH:15][CH:14]=[CH:13][C:12]=1[F:17])=[CH:6]N(C)C)[CH3:2].S(O)(O)(=O)=O.[NH2:25][C:26](=[NH:28])[SH:27].[CH3:29]C([O-])=O.[Na+].O, predict the reaction product. The product is: [CH2:1]([O:3][C:4]([C:5]1[C:10]([C:11]2[CH:16]=[CH:15][CH:14]=[CH:13][C:12]=2[F:17])=[N:28][C:26]([S:27][CH3:29])=[N:25][CH:6]=1)=[O:19])[CH3:2].